The task is: Predict which catalyst facilitates the given reaction.. This data is from Catalyst prediction with 721,799 reactions and 888 catalyst types from USPTO. Reactant: C([N-]C(C)C)(C)C.[Li+].C1C[O:12][CH2:11]C1.[F:14][C:15]1[CH:20]=[CH:19][CH:18]=[C:17]([F:21])[C:16]=1[O:22][CH3:23].CN(C=O)C. The catalyst class is: 84. Product: [F:14][C:15]1[C:16]([O:22][CH3:23])=[C:17]([F:21])[CH:18]=[CH:19][C:20]=1[CH:11]=[O:12].